From a dataset of Reaction yield outcomes from USPTO patents with 853,638 reactions. Predict the reaction yield, written as a fraction of the theoretical maximum amount of product (1.0 means a 100% yield; for example, 0.34 means a 34% yield). (1) The reactants are [F:1][C:2]1[CH:7]=[CH:6][C:5](B(O)O)=[CH:4][C:3]=1[CH3:11].[NH2:12][C:13]1[N:14]=[C:15]([N:24]2[CH2:29][CH2:28][N:27]([C:30](=[O:40])[CH2:31][O:32][C:33]3[CH:38]=[CH:37][C:36]([Cl:39])=[CH:35][CH:34]=3)[CH2:26][CH2:25]2)[C:16]2[N:22]=[C:21](Cl)[CH:20]=[CH:19][C:17]=2[N:18]=1. No catalyst specified. The product is [NH2:12][C:13]1[N:14]=[C:15]([N:24]2[CH2:25][CH2:26][N:27]([C:30](=[O:40])[CH2:31][O:32][C:33]3[CH:38]=[CH:37][C:36]([Cl:39])=[CH:35][CH:34]=3)[CH2:28][CH2:29]2)[C:16]2[N:22]=[C:21]([C:5]3[CH:6]=[CH:7][C:2]([F:1])=[C:3]([CH3:11])[CH:4]=3)[CH:20]=[CH:19][C:17]=2[N:18]=1. The yield is 0.910. (2) The yield is 0.460. The catalyst is C(#N)C.[Cu]I.C1(C=CC=CC=1)[P](C1C=CC=CC=1)(C1C=CC=CC=1)[Pd][P](C1C=CC=CC=1)(C1C=CC=CC=1)C1C=CC=CC=1. The product is [CH:1]([C:3]1[CH:8]=[C:7]([C:13]#[C:14][CH2:15][CH2:16][CH2:17][CH2:18][CH2:19][CH2:20][CH2:21][CH2:22][CH2:23][CH3:24])[CH:6]=[C:5]([CH:10]=[O:11])[C:4]=1[OH:12])=[O:2]. The reactants are [CH:1]([C:3]1[CH:8]=[C:7](Br)[CH:6]=[C:5]([CH:10]=[O:11])[C:4]=1[OH:12])=[O:2].[CH:13]#[C:14][CH2:15][CH2:16][CH2:17][CH2:18][CH2:19][CH2:20][CH2:21][CH2:22][CH2:23][CH3:24].